This data is from Forward reaction prediction with 1.9M reactions from USPTO patents (1976-2016). The task is: Predict the product of the given reaction. (1) Given the reactants [FH:1].N1C=CC=CC=1.O1[C:10]2([CH2:19][CH2:18][CH2:17][CH2:16][C:13]3([O:15][CH2:14]3)[O:12][CH2:11]2)C1.[C:20]([O-:23])([O-])=O.[Na+].[Na+], predict the reaction product. The product is: [F:1][C:18]1([CH2:20][OH:23])[CH2:17][CH2:16][C:13]2([O:12][CH2:11][CH2:14][O:15]2)[CH2:10][CH2:19]1. (2) Given the reactants [I:1][C:2]1[CH:7]=[CH:6][C:5]([OH:8])=[C:4]([O:9][CH3:10])[CH:3]=1.C([O-])([O-])=O.[K+].[K+].[CH2:17]([C:19]1[CH:26]=[CH:25][C:22]([CH2:23]Cl)=[CH:21][CH:20]=1)[CH3:18].O, predict the reaction product. The product is: [CH2:17]([C:19]1[CH:26]=[CH:25][C:22]([CH2:23][O:8][C:5]2[CH:6]=[CH:7][C:2]([I:1])=[CH:3][C:4]=2[O:9][CH3:10])=[CH:21][CH:20]=1)[CH3:18]. (3) The product is: [CH3:8][O:9][C:10]1[CH:11]=[C:12]([CH:35]=[CH:36][C:37]=1[O:38][CH3:39])[CH2:13][C:14]1[N:18]([C:19]2[CH:24]=[CH:23][CH:22]=[CH:21][N:20]=2)[N:17]=[C:16]([NH2:25])[N:15]=1. Given the reactants C(O)(C(F)(F)F)=O.[CH3:8][O:9][C:10]1[CH:11]=[C:12]([CH:35]=[CH:36][C:37]=1[O:38][CH3:39])[CH2:13][C:14]1[N:18]([C:19]2[CH:24]=[CH:23][CH:22]=[CH:21][N:20]=2)[N:17]=[C:16]([NH:25]CC2C=CC(OC)=CC=2)[N:15]=1.C([O-])(O)=O.[Na+], predict the reaction product. (4) Given the reactants [NH2:1][C:2]1[CH:11]=[CH:10][C:5]([C:6]([O:8][CH3:9])=[O:7])=[CH:4][C:3]=1[N+:12]([O-:14])=[O:13].[OH-].[Na+].[C:17](=O)([O-])[O-].[K+].[K+].COS(=O)(=O)OC, predict the reaction product. The product is: [CH3:17][NH:1][C:2]1[CH:11]=[CH:10][C:5]([C:6]([O:8][CH3:9])=[O:7])=[CH:4][C:3]=1[N+:12]([O-:14])=[O:13]. (5) Given the reactants [C:1]([C:5]1[N:10]=[C:9]([O:11][C:12]2[C:17]([CH3:18])=[CH:16][C:15]([CH3:19])=[CH:14][C:13]=2[CH3:20])[C:8]([C:21](O)=[O:22])=[CH:7][CH:6]=1)([CH3:4])([CH3:3])[CH3:2].[F:24][C:25]1[C:26]([S:32]([NH2:35])(=[O:34])=[O:33])=[N:27][C:28]([F:31])=[CH:29][CH:30]=1.CN(C(ON1N=NC2C=CC=NC1=2)=[N+](C)C)C.F[P-](F)(F)(F)(F)F.C(=O)([O-])[O-].[Na+].[Na+], predict the reaction product. The product is: [C:1]([C:5]1[CH:6]=[CH:7][C:8]([C:21]([NH:35][S:32]([C:26]2[C:25]([F:24])=[CH:30][CH:29]=[C:28]([F:31])[N:27]=2)(=[O:33])=[O:34])=[O:22])=[C:9]([O:11][C:12]2[C:13]([CH3:20])=[CH:14][C:15]([CH3:19])=[CH:16][C:17]=2[CH3:18])[N:10]=1)([CH3:2])([CH3:3])[CH3:4]. (6) Given the reactants CS[C:3]1[S:4]/[C:5](=[CH:9]\[C:10]2[CH:11]=[C:12]3[C:17](=[CH:18][CH:19]=2)[N:16]=[CH:15][CH:14]=[CH:13]3)/[C:6](=[O:8])[N:7]=1.[N:20]1[CH:25]=[CH:24][CH:23]=[CH:22][C:21]=1[CH2:26][NH2:27].CCN(C(C)C)C(C)C, predict the reaction product. The product is: [N:20]1[CH:25]=[CH:24][CH:23]=[CH:22][C:21]=1[CH2:26][NH:27][C:3]1[S:4]/[C:5](=[CH:9]\[C:10]2[CH:11]=[C:12]3[C:17](=[CH:18][CH:19]=2)[N:16]=[CH:15][CH:14]=[CH:13]3)/[C:6](=[O:8])[N:7]=1. (7) Given the reactants [F:1][C:2]1[CH:23]=[CH:22][C:5]([CH2:6][NH:7][C:8]([C:10]2[N:11]=[C:12]([CH2:19][CH:20]=O)[N:13]([CH3:18])[C:14](=[O:17])[C:15]=2[OH:16])=[O:9])=[CH:4][CH:3]=1.C([O-])(=O)C.[Na+].[C:29]([N:37]1[CH2:42][CH2:41][NH:40][CH2:39][CH2:38]1)(=[O:36])[C:30]1[CH:35]=[CH:34][CH:33]=[CH:32][CH:31]=1.C([BH3-])#N.[Na+], predict the reaction product. The product is: [C:29]([N:37]1[CH2:42][CH2:41][N:40]([CH2:20][CH2:19][C:12]2[N:13]([CH3:18])[C:14](=[O:17])[C:15]([OH:16])=[C:10]([C:8]([NH:7][CH2:6][C:5]3[CH:22]=[CH:23][C:2]([F:1])=[CH:3][CH:4]=3)=[O:9])[N:11]=2)[CH2:39][CH2:38]1)(=[O:36])[C:30]1[CH:35]=[CH:34][CH:33]=[CH:32][CH:31]=1. (8) Given the reactants [CH3:1][C:2]1[CH:6]=[CH:5][S:4][C:3]=1[C:7]([OH:9])=O.[CH2:10]([NH2:12])[CH3:11], predict the reaction product. The product is: [CH2:10]([NH:12][C:7]([C:3]1[S:4][CH:5]=[CH:6][C:2]=1[CH3:1])=[O:9])[CH3:11]. (9) Given the reactants CS(C)=O.C(Cl)(=O)C(Cl)=O.[OH:11][CH2:12][C:13]([OH:29])([C:25]([F:28])([F:27])[F:26])[CH2:14][CH:15]1[C:24]2[C:19](=[CH:20][CH:21]=[CH:22][CH:23]=2)[S:18][CH2:17][CH2:16]1.C(N(CC)CC)C, predict the reaction product. The product is: [OH:29][C:13]([C:25]([F:28])([F:26])[F:27])([CH2:14][CH:15]1[C:24]2[C:19](=[CH:20][CH:21]=[CH:22][CH:23]=2)[S:18][CH2:17][CH2:16]1)[CH:12]=[O:11]. (10) Given the reactants [OH:1][C:2]1[C:7]2[C:8](=[O:14])[O:9][C:10]([CH3:13])([CH3:12])[O:11][C:6]=2[CH:5]=[CH:4][CH:3]=1.[F:15][C:16]1[CH:23]=[CH:22][C:19]([CH2:20]Br)=[CH:18][CH:17]=1, predict the reaction product. The product is: [F:15][C:16]1[CH:23]=[CH:22][C:19]([CH2:20][O:1][C:2]2[C:7]3[C:8](=[O:14])[O:9][C:10]([CH3:12])([CH3:13])[O:11][C:6]=3[CH:5]=[CH:4][CH:3]=2)=[CH:18][CH:17]=1.